This data is from Full USPTO retrosynthesis dataset with 1.9M reactions from patents (1976-2016). The task is: Predict the reactants needed to synthesize the given product. (1) Given the product [CH2:12]([C@H:19]1[CH2:23][O:22][C:21](=[O:24])[N:20]1[C:33](=[O:34])[CH2:32][CH2:31][C:28]1[CH:29]=[CH:30][C:25]([C:36]2[CH:41]=[CH:40][CH:39]=[CH:38][CH:37]=2)=[CH:26][CH:27]=1)[C:13]1[CH:14]=[CH:15][CH:16]=[CH:17][CH:18]=1, predict the reactants needed to synthesize it. The reactants are: [Li]CCCC.CCCCCC.[CH2:12]([C@H:19]1[CH2:23][O:22][C:21](=[O:24])[NH:20]1)[C:13]1[CH:18]=[CH:17][CH:16]=[CH:15][CH:14]=1.[C:25]1([C:36]2[CH:41]=[CH:40][CH:39]=[CH:38][CH:37]=2)[CH:30]=[CH:29][C:28]([CH2:31][CH2:32][C:33](Cl)=[O:34])=[CH:27][CH:26]=1. (2) Given the product [CH2:33]([N:29]1[CH:28]=[C:27]2[C:31]([CH:32]=[C:24]([C:16]3[CH:15]=[C:14]([CH2:13][CH:10]4[CH2:11][CH2:12][NH:8][CH2:9]4)[N:22]4[C:17]=3[C:18]([NH2:23])=[N:19][CH:20]=[N:21]4)[CH:25]=[CH:26]2)=[N:30]1)[C:34]1[CH:35]=[CH:36][CH:37]=[CH:38][CH:39]=1, predict the reactants needed to synthesize it. The reactants are: C(OC([N:8]1[CH2:12][CH2:11][CH:10]([CH2:13][C:14]2[N:22]3[C:17]([C:18]([NH2:23])=[N:19][CH:20]=[N:21]3)=[C:16]([C:24]3[CH:25]=[CH:26][C:27]4[C:31]([CH:32]=3)=[N:30][N:29]([CH2:33][C:34]3[CH:39]=[CH:38][CH:37]=[CH:36][CH:35]=3)[CH:28]=4)[CH:15]=2)[CH2:9]1)=O)(C)(C)C.C(O)(C(F)(F)F)=O. (3) Given the product [CH2:1]([N:8]1[CH:13]2[C:14](=[O:16])[CH2:15][CH:9]1[CH2:10][CH:11]([C:17]#[N:18])[CH2:12]2)[C:2]1[CH:3]=[CH:4][CH:5]=[CH:6][CH:7]=1, predict the reactants needed to synthesize it. The reactants are: [CH2:1]([N:8]1[CH:13]2[CH:14]([OH:16])[CH2:15][CH:9]1[CH2:10][CH:11]([C:17]#[N:18])[CH2:12]2)[C:2]1[CH:7]=[CH:6][CH:5]=[CH:4][CH:3]=1.CC(OI1(OC(C)=O)(OC(C)=O)OC(=O)C2C=CC=CC1=2)=O. (4) Given the product [C:1]([N:8]1[CH2:13][CH2:12][N:11]([C:14]2[CH:19]=[CH:18][CH:17]=[CH:16][C:15]=2[CH2:20][N:22]2[CH2:27][CH2:26][O:25][CH2:24][CH2:23]2)[CH2:10][CH2:9]1)([O:3][C:4]([CH3:7])([CH3:6])[CH3:5])=[O:2], predict the reactants needed to synthesize it. The reactants are: [C:1]([N:8]1[CH2:13][CH2:12][N:11]([C:14]2[CH:19]=[CH:18][CH:17]=[CH:16][C:15]=2[CH:20]=O)[CH2:10][CH2:9]1)([O:3][C:4]([CH3:7])([CH3:6])[CH3:5])=[O:2].[NH:22]1[CH2:27][CH2:26][O:25][CH2:24][CH2:23]1.C([BH3-])#N.[Na+]. (5) Given the product [Br:2][CH:21]([C:12]1[C:13]([C:17]([F:19])([F:20])[F:18])=[N:14][N:15]([CH3:16])[C:11]=1[O:10][CH:9]([F:8])[F:32])[S:22]([C:25]1[CH2:29][C:28]([CH3:30])([CH3:31])[O:27][N:26]=1)(=[O:24])=[O:23], predict the reactants needed to synthesize it. The reactants are: C(Br)(Br)(Br)[Br:2].[OH-].[Na+].[F:8][CH:9]([F:32])[O:10][C:11]1[N:15]([CH3:16])[N:14]=[C:13]([C:17]([F:20])([F:19])[F:18])[C:12]=1[CH2:21][S:22]([C:25]1[CH2:29][C:28]([CH3:31])([CH3:30])[O:27][N:26]=1)(=[O:24])=[O:23]. (6) Given the product [NH3:1].[N:41]12[CH2:42][CH2:43][NH:44][CH2:45][CH2:46][NH:47][CH2:48][CH2:49][N:50]([CH2:59][CH2:60][NH:61][CH2:62][CH2:63][NH:64][CH2:65][CH2:66]1)[CH2:51][CH2:52][NH:53][CH2:54][CH2:55][NH:56][CH2:57][CH2:58]2.[N:1]12[CH2:18][CH2:17][N:16]=[CH:15][CH:14]=[N:13][CH2:12][CH2:11][N:10]([CH2:9][CH2:8][N:7]=[CH:6][CH:5]=[N:4][CH2:3][CH2:2]1)[CH2:19][CH2:20][N:21]=[CH:22][CH:23]=[N:24][CH2:25][CH2:26]2, predict the reactants needed to synthesize it. The reactants are: [N:1]12[CH2:26][CH2:25][NH:24][CH2:23][CH2:22][NH:21][CH2:20][CH2:19][N:10]([CH2:11][CH2:12][NH:13][CH2:14][CH2:15][NH:16][CH2:17][CH2:18]1)[CH2:9][CH2:8][NH:7][CH2:6][CH2:5][NH:4][CH2:3][CH2:2]2.NCCN(CCN)CCN.C(C=O)=O.[N:41]12[CH2:66][CH2:65][N:64]=[CH:63][CH:62]=[N:61][CH2:60][CH2:59][N:50]([CH2:51][CH2:52][N:53]=[CH:54][CH:55]=[N:56][CH2:57][CH2:58]1)[CH2:49][CH2:48][N:47]=[CH:46][CH:45]=[N:44][CH2:43][CH2:42]2. (7) Given the product [CH2:19]([C:21]1[C:22]([F:33])=[C:23]([C:27]2[N:28]=[C:29]([NH:32][C:3](=[O:17])[C:4]3[CH:5]=[CH:6][C:7]([NH:10][C:11]4[CH:16]=[CH:15][N:14]=[CH:13][N:12]=4)=[CH:8][CH:9]=3)[S:30][CH:31]=2)[CH:24]=[CH:25][CH:26]=1)[CH3:20], predict the reactants needed to synthesize it. The reactants are: CO[C:3](=[O:17])[C:4]1[CH:9]=[CH:8][C:7]([NH:10][C:11]2[CH:16]=[CH:15][N:14]=[CH:13][N:12]=2)=[CH:6][CH:5]=1.[Cl-].[CH2:19]([C:21]1[C:22]([F:33])=[C:23]([C:27]2[N:28]=[C:29]([NH3+:32])[S:30][CH:31]=2)[CH:24]=[CH:25][CH:26]=1)[CH3:20]. (8) Given the product [F:1][C:2]1[CH:3]=[C:4]2[C:21](=[CH:22][CH:23]=1)[O:20][C:7]1([CH2:8][CH2:9][N:10]([C:13]([O:15][C:16]([CH3:19])([CH3:18])[CH3:17])=[O:14])[CH2:11][CH2:12]1)[CH2:6][CH:5]2[OH:24], predict the reactants needed to synthesize it. The reactants are: [F:1][C:2]1[CH:3]=[C:4]2[C:21](=[CH:22][CH:23]=1)[O:20][C:7]1([CH2:12][CH2:11][N:10]([C:13]([O:15][C:16]([CH3:19])([CH3:18])[CH3:17])=[O:14])[CH2:9][CH2:8]1)[CH2:6][C:5]2=[O:24].[BH4-].[Na+].